The task is: Predict the reactants needed to synthesize the given product.. This data is from Full USPTO retrosynthesis dataset with 1.9M reactions from patents (1976-2016). (1) Given the product [CH3:32][O:33][C:34](=[O:45])[C:35]1[CH:40]=[C:39]([O:52][CH:49]2[CH2:50][CH2:51][O:46][CH2:47][CH2:48]2)[CH:38]=[C:37]([O:42][CH2:43][CH3:44])[CH:36]=1, predict the reactants needed to synthesize it. The reactants are: C1(P(C2C=CC=CC=2)C2C=CC=CC=2)C=CC=CC=1.CCOC(/N=N/C(OCC)=O)=O.[CH3:32][O:33][C:34](=[O:45])[C:35]1[CH:40]=[C:39](O)[CH:38]=[C:37]([O:42][CH2:43][CH3:44])[CH:36]=1.[O:46]1[CH2:51][CH2:50][CH:49]([OH:52])[CH2:48][CH2:47]1. (2) Given the product [C:25]([O:29][C:30]([NH:32][C:33]1[CH:38]=[C:37]([CH2:39][S:40][C:41]2[C:46]([C:47]([NH:50][C:51]3[CH:56]=[C:55]([CH3:57])[CH:54]=[C:53]([CH3:58])[CH:52]=3)=[O:49])=[CH:45][CH:44]=[CH:43][N:42]=2)[CH:36]=[CH:35][N:34]=1)=[O:31])([CH3:27])([CH3:28])[CH3:26], predict the reactants needed to synthesize it. The reactants are: F[P-](F)(F)(F)(F)F.N1(OC(N(C)C)=[N+](C)C)C2N=CC=CC=2N=N1.[C:25]([O:29][C:30]([NH:32][C:33]1[CH:38]=[C:37]([CH2:39][S:40][C:41]2[C:46]([C:47]([OH:49])=O)=[CH:45][CH:44]=[CH:43][N:42]=2)[CH:36]=[CH:35][N:34]=1)=[O:31])([CH3:28])([CH3:27])[CH3:26].[NH2:50][C:51]1[CH:56]=[C:55]([CH3:57])[CH:54]=[C:53]([CH3:58])[CH:52]=1.C(N(CC)C(C)C)(C)C. (3) Given the product [CH2:1]([N:3]([CH2:11][C:12]1[CH:13]=[N:14][CH:15]=[C:16]([C:19]2[CH:20]=[C:21]3[C:25](=[CH:26][CH:27]=2)[N:24]([CH:28]2[CH2:33][CH2:32][CH2:31][CH2:30][O:29]2)[N:23]=[C:22]3[C:34]2[NH:35][C:36]([C:39]([N:41]3[CH2:42][CH2:43][CH2:48][CH2:47]3)=[O:40])=[CH:37][N:38]=2)[C:17]=1[CH3:18])[C:4](=[O:10])[O:5][C:6]([CH3:7])([CH3:9])[CH3:8])[CH3:2], predict the reactants needed to synthesize it. The reactants are: [CH2:1]([N:3]([CH2:11][C:12]1[CH:13]=[N:14][CH:15]=[C:16]([C:19]2[CH:20]=[C:21]3[C:25](=[CH:26][CH:27]=2)[N:24]([CH:28]2[CH2:33][CH2:32][CH2:31][CH2:30][O:29]2)[N:23]=[C:22]3[C:34]2[NH:35][C:36]([C:39]([NH:41][CH2:42][C:43]3C=NC=[CH:47][CH:48]=3)=[O:40])=[CH:37][N:38]=2)[C:17]=1[CH3:18])[C:4](=[O:10])[O:5][C:6]([CH3:9])([CH3:8])[CH3:7])[CH3:2].C(OC(N(CC1C(C)=C(C2C=C3C(=CC=2)N(C2CCCCO2)N=C3C2NC(C(O)=O)=CN=2)C=NC=1)CC)=O)(C)(C)C.CCN(CC)CC.N1CCCC1.CN(C(ON1N=NC2C=CC=NC1=2)=[N+](C)C)C.F[P-](F)(F)(F)(F)F. (4) The reactants are: [F:1][C:2]1[CH:3]=[CH:4][C:5]([O:13][CH3:14])=[C:6]2[C:11]=1[N:10]=[C:9]([CH3:12])[CH:8]=[CH:7]2.COC1C=CC=C2C=1CC[C@H](C)N2. Given the product [F:1][C:2]1[CH:3]=[CH:4][C:5]([O:13][CH3:14])=[C:6]2[C:11]=1[NH:10][C@@H:9]([CH3:12])[CH2:8][CH2:7]2, predict the reactants needed to synthesize it. (5) Given the product [S:30]1[CH:31]=[CH:32][CH:33]=[C:29]1[C@:14]12[CH2:16][NH:17][CH2:18][C@H:13]1[CH2:12][S:11][C:10]([NH:9][C:1](=[O:8])[C:2]1[CH:3]=[CH:4][CH:5]=[CH:6][CH:7]=1)=[N:15]2, predict the reactants needed to synthesize it. The reactants are: [C:1]([NH:9][C:10]1[S:11][CH2:12][C@@H:13]2[CH2:18][N:17](C(OCC3C=CC=CC=3)=O)[CH2:16][C@:14]2([C:29]2[S:30][CH:31]=[CH:32][CH:33]=2)[N:15]=1)(=[O:8])[C:2]1[CH:7]=[CH:6][CH:5]=[CH:4][CH:3]=1.I[Si](C)(C)C. (6) Given the product [CH2:1]([O:3][C:4]([C:6]1[S:10][C:9]([C:11]2[CH:16]=[CH:15][CH:14]=[C:13]([O:17][CH3:18])[CH:12]=2)=[N:8][C:7]=1[CH2:19][Br:20])=[O:5])[CH3:2], predict the reactants needed to synthesize it. The reactants are: [CH2:1]([O:3][C:4]([C:6]1[S:10][C:9]([C:11]2[CH:16]=[CH:15][CH:14]=[C:13]([O:17][CH3:18])[CH:12]=2)=[N:8][C:7]=1[CH3:19])=[O:5])[CH3:2].[Br:20]N1C(=O)CCC1=O.